This data is from Full USPTO retrosynthesis dataset with 1.9M reactions from patents (1976-2016). The task is: Predict the reactants needed to synthesize the given product. (1) Given the product [C:32]([C@@H:30]1[CH2:31][C@H:28]([N:18]2[C:17](=[O:38])[C:16]([CH2:15][C:12]3[CH:13]=[CH:14][C:9]([C:4]4[C:3]([C:1]#[N:2])=[CH:8][CH:7]=[CH:6][CH:5]=4)=[CH:10][CH:11]=3)=[C:21]([CH2:22][CH2:23][CH3:24])[N:20]3[N:25]=[CH:26][N:27]=[C:19]23)[CH2:29]1)(=[O:34])[CH3:42], predict the reactants needed to synthesize it. The reactants are: [C:1]([C:3]1[CH:8]=[CH:7][CH:6]=[CH:5][C:4]=1[C:9]1[CH:14]=[CH:13][C:12]([CH2:15][C:16]2[C:17](=[O:38])[N:18]([CH:28]3[CH2:31][CH:30]([C:32]([O:34]CCC)=O)[CH2:29]3)[C:19]3[N:20]([N:25]=[CH:26][N:27]=3)[C:21]=2[CH2:22][CH2:23][CH3:24])=[CH:11][CH:10]=1)#[N:2].[OH-].[Na+].Cl.[CH3:42][Mg]Br.[Cl-].[NH4+]. (2) Given the product [ClH:38].[F:1][C:2]1[CH:12]=[C:11]([C:13]2[N:18]=[C:17]3[N:19]([CH2:22][C:23]4[CH:24]=[C:25]5[C:30](=[CH:31][CH:32]=4)[N:29]=[CH:28][CH:27]=[CH:26]5)[N:20]=[N:21][C:16]3=[CH:15][CH:14]=2)[CH:10]=[CH:9][C:3]=1[C:4]([NH:6][O:7][CH3:8])=[O:5], predict the reactants needed to synthesize it. The reactants are: [F:1][C:2]1[CH:12]=[C:11]([C:13]2[N:18]=[C:17]3[N:19]([CH2:22][C:23]4[CH:24]=[C:25]5[C:30](=[CH:31][CH:32]=4)[N:29]=[CH:28][CH:27]=[CH:26]5)[N:20]=[N:21][C:16]3=[CH:15][CH:14]=2)[CH:10]=[CH:9][C:3]=1[C:4]([NH:6][O:7][CH3:8])=[O:5].CCOCC.[ClH:38]. (3) Given the product [CH2:21]([O:20][C:18]([NH:28][C@@H:29]([CH2:30][CH2:31][S:32][CH3:33])[C:34]([NH:1][C@H:2]1[CH2:8][CH2:7][C@@H:6]2[CH2:9][C@H:3]1[C:4](=[O:17])[N:5]2[C:10]([O:12][C:13]([CH3:14])([CH3:16])[CH3:15])=[O:11])=[O:35])=[O:19])[C:22]1[CH:23]=[CH:24][CH:25]=[CH:26][CH:27]=1, predict the reactants needed to synthesize it. The reactants are: [NH2:1][C@H:2]1[CH2:8][CH2:7][C@@H:6]2[CH2:9][C@H:3]1[C:4](=[O:17])[N:5]2[C:10]([O:12][C:13]([CH3:16])([CH3:15])[CH3:14])=[O:11].[C:18]([NH:28][C@H:29]([C:34](O)=[O:35])[CH2:30][CH2:31][S:32][CH3:33])([O:20][CH2:21][C:22]1[CH:27]=[CH:26][CH:25]=[CH:24][CH:23]=1)=[O:19].CN1CCOCC1.F[P-](F)(F)(F)(F)F.N1(O[P+](N(C)C)(N(C)C)N(C)C)C2C=CC=CC=2N=N1. (4) Given the product [CH3:1][S:2]([C:5]1[CH:10]=[CH:9][C:8]([CH2:11][S:12]([Cl:20])(=[O:15])=[O:13])=[CH:7][CH:6]=1)(=[O:4])=[O:3], predict the reactants needed to synthesize it. The reactants are: [CH3:1][S:2]([C:5]1[CH:10]=[CH:9][C:8]([CH2:11][S:12]([O-:15])(=O)=[O:13])=[CH:7][CH:6]=1)(=[O:4])=[O:3].[Na+].C(Cl)(=O)C([Cl:20])=O.CN(C=O)C. (5) Given the product [C:36]([O:1][CH2:2][CH2:3][O:4][C:5]1[CH:10]=[CH:9][C:8]([CH:11]2[CH2:16][CH2:15][N:14]([C:17]([O:19][C:20]([CH3:23])([CH3:21])[CH3:22])=[O:18])[CH2:13][CH:12]2[O:24][CH2:25][C:26]2[CH:35]=[CH:34][C:33]3[C:28](=[CH:29][CH:30]=[CH:31][CH:32]=3)[CH:27]=2)=[CH:7][CH:6]=1)(=[O:43])[C:37]1[CH:42]=[CH:41][CH:40]=[CH:39][CH:38]=1, predict the reactants needed to synthesize it. The reactants are: [OH:1][CH2:2][CH2:3][O:4][C:5]1[CH:10]=[CH:9][C:8]([CH:11]2[CH2:16][CH2:15][N:14]([C:17]([O:19][C:20]([CH3:23])([CH3:22])[CH3:21])=[O:18])[CH2:13][CH:12]2[O:24][CH2:25][C:26]2[CH:35]=[CH:34][C:33]3[C:28](=[CH:29][CH:30]=[CH:31][CH:32]=3)[CH:27]=2)=[CH:7][CH:6]=1.[C:36](Cl)(=[O:43])[C:37]1[CH:42]=[CH:41][CH:40]=[CH:39][CH:38]=1. (6) Given the product [F:38][C@H:14]1[CH2:18][NH:8][C@H:9]([C:10]([NH:35][C@@H:32]2[C@@H:30]3[C@@H:29]([CH2:28][N:27]([C:24]4[CH:23]=[CH:22][C:21]([C:20]([F:19])([F:36])[F:37])=[CH:26][CH:25]=4)[CH2:31]3)[CH2:34][CH2:33]2)=[O:12])[CH2:13]1, predict the reactants needed to synthesize it. The reactants are: C(OC([N:8]([CH3:18])[C@@H:9]([CH2:13][C:14](C)(C)C)[C:10]([OH:12])=O)=O)(C)(C)C.[F:19][C:20]([F:37])([F:36])[C:21]1[CH:26]=[CH:25][C:24]([N:27]2[CH2:31][C@@H:30]3[C@@H:32]([NH2:35])[CH2:33][CH2:34][C@@H:29]3[CH2:28]2)=[CH:23][CH:22]=1.[F:38]C(F)(F)C1N=C(N2C[C@@H]3[C@@H](N)CC[C@@H]3C2)C=CC=1.